Dataset: Forward reaction prediction with 1.9M reactions from USPTO patents (1976-2016). Task: Predict the product of the given reaction. (1) Given the reactants [CH3:1][C:2]1[N:7]=[C:6]2[CH2:8][O:9][C:10](=[O:11])[C:5]2=[CH:4][CH:3]=1.[Se](=O)=[O:13], predict the reaction product. The product is: [O:11]=[C:10]1[C:5]2[C:6](=[N:7][C:2]([CH:1]=[O:13])=[CH:3][CH:4]=2)[CH2:8][O:9]1. (2) Given the reactants [F:1][C:2]1[CH:7]=[CH:6][C:5]([CH2:8][CH2:9][CH:10]([CH3:12])[CH3:11])=[CH:4][C:3]=1[O:13][CH3:14].Cl[CH:16](Cl)[O:17]C, predict the reaction product. The product is: [F:1][C:2]1[C:3]([O:13][CH3:14])=[CH:4][C:5]([CH2:8][CH2:9][CH:10]([CH3:11])[CH3:12])=[C:6]([CH:7]=1)[CH:16]=[O:17]. (3) Given the reactants N#N.[CH3:3][C:4]1([C:9]2[CH:14]=[CH:13][N:12]=[C:11]([CH2:15][OH:16])[CH:10]=2)[O:8][CH2:7][CH2:6][O:5]1.CCN(CC)CC.[S:24](Cl)([CH3:27])(=[O:26])=[O:25], predict the reaction product. The product is: [CH3:3][C:4]1([C:9]2[CH:14]=[CH:13][N:12]=[C:11]([CH2:15][O:16][S:24]([CH3:27])(=[O:26])=[O:25])[CH:10]=2)[O:5][CH2:6][CH2:7][O:8]1. (4) Given the reactants [CH3:1][C:2]1[C:7]([NH:8]C(=O)C(C)(C)C)=[CH:6][N:5]=[C:4]([CH2:15][C:16]([O:18][C:19](C)(C)C)=[O:17])[CH:3]=1.[Si](C=[N+]=[N-])(C)(C)C, predict the reaction product. The product is: [NH2:8][C:7]1[C:2]([CH3:1])=[CH:3][C:4]([CH2:15][C:16]([O:18][CH3:19])=[O:17])=[N:5][CH:6]=1. (5) Given the reactants [CH:1]1[NH:2][N:3]=[C:4]2[C:13]=1[C:12]1[CH:11]=[CH:10][CH:9]=[CH:8][C:7]=1[NH:6][C:5]2=[O:14].[CH3:15][O:16][C:17]1[CH:24]=[CH:23][C:20]([CH2:21]Cl)=[CH:19][CH:18]=1, predict the reaction product. The product is: [CH3:15][O:16][C:17]1[CH:24]=[CH:23][C:20]([CH2:21][N:2]2[CH:1]=[C:13]3[C:4]([C:5](=[O:14])[NH:6][C:7]4[CH:8]=[CH:9][CH:10]=[CH:11][C:12]=43)=[N:3]2)=[CH:19][CH:18]=1. (6) Given the reactants C1(P(C2C=CC=CC=2)C2C=CC=CC=2)C=CC=CC=1.[C:20]([OH:28])(=[O:27])[C:21]1[CH:26]=[CH:25][CH:24]=[CH:23][CH:22]=1.[C:29]1([CH:35]2[O:40][C@H:39]3[CH2:41][C@@H:42](O)[CH2:43][O:44][C@@H:38]3[CH2:37][O:36]2)[CH:34]=[CH:33][CH:32]=[CH:31][CH:30]=1.CC(OC(/N=N/C(OC(C)C)=O)=O)C, predict the reaction product. The product is: [C:20]([O:28][C@@H:42]1[CH2:43][O:44][C@H:38]2[C@@H:39]([O:40][CH:35]([C:29]3[CH:34]=[CH:33][CH:32]=[CH:31][CH:30]=3)[O:36][CH2:37]2)[CH2:41]1)(=[O:27])[C:21]1[CH:26]=[CH:25][CH:24]=[CH:23][CH:22]=1. (7) The product is: [F:29][C:14]([F:13])([F:28])[C:15]1[CH:16]=[CH:17][C:18]([CH2:19][CH:20]2[CH2:25][CH2:24][N:23]([CH2:2][C:3]3[S:7][C:6]([NH:8][C:9](=[O:11])[CH3:10])=[N:5][CH:4]=3)[CH2:22][CH2:21]2)=[CH:26][CH:27]=1. Given the reactants Cl[CH2:2][C:3]1[S:7][C:6]([NH:8][C:9](=[O:11])[CH3:10])=[N:5][CH:4]=1.Cl.[F:13][C:14]([F:29])([F:28])[C:15]1[CH:27]=[CH:26][C:18]([CH2:19][CH:20]2[CH2:25][CH2:24][NH:23][CH2:22][CH2:21]2)=[CH:17][CH:16]=1.CCN(C(C)C)C(C)C, predict the reaction product. (8) The product is: [C:10]([O:13][CH2:14][CH2:15][S:9][C:6]1[CH:7]=[CH:8][C:3]([O:2][CH3:1])=[CH:4][CH:5]=1)(=[O:12])[CH3:11]. Given the reactants [CH3:1][O:2][C:3]1[CH:8]=[CH:7][C:6]([SH:9])=[CH:5][CH:4]=1.[C:10]([O:13][CH2:14][CH2:15]Br)(=[O:12])[CH3:11].C([O-])([O-])=O.[K+].[K+], predict the reaction product. (9) Given the reactants [CH2:1]([N:5]1[CH2:9][CH2:8][N:7]([CH3:10])[C:6]1=[CH2:11])[CH2:2][CH2:3][CH3:4].[F:12][C:13]([F:18])([F:17])[C:14]([OH:16])=[O:15], predict the reaction product. The product is: [CH2:1]([N+:5]1[CH:9]=[CH:8][N:7]([CH3:10])[C:6]=1[CH3:11])[CH2:2][CH2:3][CH3:4].[F:12][C:13]([F:18])([F:17])[C:14]([O-:16])=[O:15]. (10) Given the reactants [Br:1]N1C(=O)CCC1=O.[F:9][C:10]([F:46])([F:45])[C:11]1[CH:12]=[C:13]([CH:38]=[C:39]([C:41]([F:44])([F:43])[F:42])[CH:40]=1)[CH2:14][N:15]([C:32]1[N:33]=[N:34][N:35]([CH3:37])[N:36]=1)[C@H:16]1[CH2:22][CH2:21][CH2:20][NH:19][C:18]2[CH:23]=[C:24]([C:28]([F:31])([F:30])[F:29])[C:25]([CH3:27])=[CH:26][C:17]1=2, predict the reaction product. The product is: [F:46][C:10]([F:45])([F:9])[C:11]1[CH:12]=[C:13]([CH:38]=[C:39]([C:41]([F:44])([F:42])[F:43])[CH:40]=1)[CH2:14][N:15]([C@H:16]1[CH2:22][CH2:21][CH2:20][NH:19][C:18]2[C:23]([Br:1])=[C:24]([C:28]([F:29])([F:30])[F:31])[C:25]([CH3:27])=[CH:26][C:17]1=2)[C:32]1[N:33]=[N:34][N:35]([CH3:37])[N:36]=1.